This data is from NCI-60 drug combinations with 297,098 pairs across 59 cell lines. The task is: Regression. Given two drug SMILES strings and cell line genomic features, predict the synergy score measuring deviation from expected non-interaction effect. (1) Drug 1: C1=CC(=CC=C1C#N)C(C2=CC=C(C=C2)C#N)N3C=NC=N3. Drug 2: C1CN1P(=S)(N2CC2)N3CC3. Cell line: HT29. Synergy scores: CSS=-6.61, Synergy_ZIP=5.99, Synergy_Bliss=3.04, Synergy_Loewe=-13.0, Synergy_HSA=-11.9. (2) Drug 1: C1=NC2=C(N1)C(=S)N=C(N2)N. Drug 2: C(CC(=O)O)C(=O)CN.Cl. Cell line: SR. Synergy scores: CSS=40.3, Synergy_ZIP=-4.36, Synergy_Bliss=-9.03, Synergy_Loewe=-30.9, Synergy_HSA=-7.41. (3) Drug 1: C1=CN(C(=O)N=C1N)C2C(C(C(O2)CO)O)O.Cl. Drug 2: CS(=O)(=O)CCNCC1=CC=C(O1)C2=CC3=C(C=C2)N=CN=C3NC4=CC(=C(C=C4)OCC5=CC(=CC=C5)F)Cl. Cell line: EKVX. Synergy scores: CSS=6.74, Synergy_ZIP=-6.80, Synergy_Bliss=-7.53, Synergy_Loewe=-5.82, Synergy_HSA=-5.49. (4) Drug 1: C1=NC2=C(N=C(N=C2N1C3C(C(C(O3)CO)O)F)Cl)N. Drug 2: CCC1=C2CN3C(=CC4=C(C3=O)COC(=O)C4(CC)O)C2=NC5=C1C=C(C=C5)O. Cell line: LOX IMVI. Synergy scores: CSS=24.5, Synergy_ZIP=4.94, Synergy_Bliss=3.17, Synergy_Loewe=-25.1, Synergy_HSA=-1.90.